From a dataset of Full USPTO retrosynthesis dataset with 1.9M reactions from patents (1976-2016). Predict the reactants needed to synthesize the given product. (1) Given the product [CH3:1][C:2]1[C:6]2[CH:7]=[CH:8][C:9]([C:11]([F:12])([F:13])[F:14])=[CH:10][C:5]=2[S:4][C:3]=1[CH:15]([O:26][CH2:31][CH:30]=[CH2:29])[CH2:16][CH2:17][O:18][CH2:19][C:20]1[CH:25]=[CH:24][CH:23]=[CH:22][CH:21]=1, predict the reactants needed to synthesize it. The reactants are: [CH3:1][C:2]1[C:6]2[CH:7]=[CH:8][C:9]([C:11]([F:14])([F:13])[F:12])=[CH:10][C:5]=2[S:4][C:3]=1[CH:15]([OH:26])[CH2:16][CH2:17][O:18][CH2:19][C:20]1[CH:25]=[CH:24][CH:23]=[CH:22][CH:21]=1.[H-].[Na+].[CH2:29](Br)[CH:30]=[CH2:31].Cl. (2) The reactants are: [F:1][C:2]1[CH:7]=[CH:6][C:5]([C:8]2[CH:13]=[CH:12][C:11]([C:14]([F:17])([F:16])[F:15])=[CH:10][CH:9]=2)=[CH:4][C:3]=1[CH2:18][NH2:19].[CH2:20]([N:22]([CH2:33][C:34](O)=[O:35])[S:23]([C:26]1[CH:31]=[CH:30][C:29]([F:32])=[CH:28][CH:27]=1)(=[O:25])=[O:24])[CH3:21].CN(C(ON1N=NC2C=CC=NC1=2)=[N+](C)C)C.F[P-](F)(F)(F)(F)F.C(N(CC)C(C)C)(C)C.OS([O-])(=O)=O.[K+]. Given the product [CH2:20]([N:22]([S:23]([C:26]1[CH:27]=[CH:28][C:29]([F:32])=[CH:30][CH:31]=1)(=[O:25])=[O:24])[CH2:33][C:34]([NH:19][CH2:18][C:3]1[CH:4]=[C:5]([C:8]2[CH:9]=[CH:10][C:11]([C:14]([F:16])([F:17])[F:15])=[CH:12][CH:13]=2)[CH:6]=[CH:7][C:2]=1[F:1])=[O:35])[CH3:21], predict the reactants needed to synthesize it. (3) Given the product [CH3:26][S:27]([O:1][CH2:2][CH:3]1[O:8][C:7]2[C:9]3[C:14]([C:15](=[O:18])[C:16](=[O:17])[C:6]=2[S:5][CH2:4]1)=[CH:13][CH:12]=[CH:11][CH:10]=3)(=[O:29])=[O:28], predict the reactants needed to synthesize it. The reactants are: [OH:1][CH2:2][CH:3]1[O:8][C:7]2[C:9]3[C:14]([C:15](=[O:18])[C:16](=[O:17])[C:6]=2[S:5][CH2:4]1)=[CH:13][CH:12]=[CH:11][CH:10]=3.C(N(CC)CC)C.[CH3:26][S:27](Cl)(=[O:29])=[O:28]. (4) Given the product [O:1]=[C:2]1[N:7]([C:8]2[CH:9]=[CH:10][CH:11]=[CH:12][CH:13]=2)[C:6]2[N:14]=[CH:15][CH:16]=[CH:17][C:5]=2[N:4]=[C:3]1[C:18]([OH:20])=[O:19], predict the reactants needed to synthesize it. The reactants are: [O:1]=[C:2]1[N:7]([C:8]2[CH:13]=[CH:12][CH:11]=[CH:10][CH:9]=2)[C:6]2[N:14]=[CH:15][CH:16]=[CH:17][C:5]=2[N:4]=[C:3]1[C:18]([O:20]CC)=[O:19].Cl. (5) Given the product [N+:1]([C:4]1[CH:5]=[CH:6][C:7]2[CH2:14][CH:13]3/[C:15](=[N:18]/[OH:19])/[CH:10]([CH2:11][CH2:12]3)[CH2:9][C:8]=2[CH:17]=1)([O-:3])=[O:2], predict the reactants needed to synthesize it. The reactants are: [N+:1]([C:4]1[CH:5]=[CH:6][C:7]2[CH2:14][CH:13]3[C:15](=O)[CH:10]([CH2:11][CH2:12]3)[CH2:9][C:8]=2[CH:17]=1)([O-:3])=[O:2].[NH2:18][OH:19].